Dataset: Forward reaction prediction with 1.9M reactions from USPTO patents (1976-2016). Task: Predict the product of the given reaction. (1) Given the reactants [N:1]12[CH2:8][CH2:7][CH:4]([CH2:5][CH2:6]1)[C@H:3]([NH:9][C:10]1[C:19]3[C:14](=[CH:15][CH:16]=[C:17](Br)[CH:18]=3)[NH:13][C:12](=[O:21])[C:11]=1[C:22]1[NH:26][C:25]3[CH:27]=[CH:28][CH:29]=[CH:30][C:24]=3[N:23]=1)[CH2:2]2.[CH3:31][O:32][C:33]1[CH:38]=[CH:37][C:36](B(O)O)=[CH:35][CH:34]=1.C([O-])([O-])=O.[Na+].[Na+].C(Cl)Cl, predict the reaction product. The product is: [N:1]12[CH2:8][CH2:7][CH:4]([CH2:5][CH2:6]1)[C@H:3]([NH:9][C:10]1[C:19]3[C:14](=[CH:15][CH:16]=[C:17]([C:36]4[CH:37]=[CH:38][C:33]([O:32][CH3:31])=[CH:34][CH:35]=4)[CH:18]=3)[NH:13][C:12](=[O:21])[C:11]=1[C:22]1[NH:26][C:25]3[CH:27]=[CH:28][CH:29]=[CH:30][C:24]=3[N:23]=1)[CH2:2]2. (2) Given the reactants [NH2:1][C:2]1[N:3]=[C:4]([NH:17][C:18]2[CH:26]=[CH:25][C:21]([C:22]([OH:24])=O)=[CH:20][CH:19]=2)[S:5][C:6]=1[C:7](=[O:16])[C:8]1[C:13]([F:14])=[CH:12][CH:11]=[CH:10][C:9]=1[F:15].[CH3:27][C:28]([NH2:34])([CH3:33])[CH2:29][N:30]([CH3:32])[CH3:31].C[OH:36].C(Cl)(Cl)[Cl:38], predict the reaction product. The product is: [ClH:38].[ClH:38].[NH2:1][C:2]1[N:3]=[C:4]([NH:17][C:18]2[CH:19]=[CH:20][C:21]([C:22]([NH:34][C:28]([CH3:33])([CH3:27])[CH2:29][N:30]([CH3:32])[CH3:31])=[O:24])=[CH:25][CH:26]=2)[S:5][C:6]=1[C:7](=[O:16])[C:8]1[C:13]([F:14])=[CH:12][CH:11]=[CH:10][C:9]=1[F:15].[NH4+:1].[OH-:36].